This data is from Full USPTO retrosynthesis dataset with 1.9M reactions from patents (1976-2016). The task is: Predict the reactants needed to synthesize the given product. (1) Given the product [CH3:1][O:2][C:3](=[O:12])[CH2:4][C:5]1[CH:10]=[CH:9][CH:8]=[C:7]([O:11][CH:14]([CH2:16][CH3:17])[CH3:15])[CH:6]=1, predict the reactants needed to synthesize it. The reactants are: [CH3:1][O:2][C:3](=[O:12])[CH2:4][C:5]1[CH:10]=[CH:9][CH:8]=[C:7]([OH:11])[CH:6]=1.I[CH:14]([CH2:16][CH3:17])[CH3:15].C(=O)([O-])[O-].[K+].[K+]. (2) Given the product [Cl:1][C:2]1[CH:11]=[CH:10][C:9]2[CH2:8][CH2:7]/[C:6](=[CH:13]\[N:14]([CH3:16])[CH3:15])/[C:5](=[O:12])[C:4]=2[N:3]=1, predict the reactants needed to synthesize it. The reactants are: [Cl:1][C:2]1[CH:11]=[CH:10][C:9]2[CH2:8][CH2:7][CH2:6][C:5](=[O:12])[C:4]=2[N:3]=1.[CH3:13][N:14]([CH:16](OC)OC)[CH3:15]. (3) The reactants are: [CH3:1][O:2][N:3]([CH3:8])[C:4](=[O:7])[CH2:5]Br.[NH:9]1[CH2:14][CH2:13][CH2:12][CH2:11][CH2:10]1. Given the product [CH3:1][O:2][N:3]([CH3:8])[C:4](=[O:7])[CH2:5][N:9]1[CH2:14][CH2:13][CH2:12][CH2:11][CH2:10]1, predict the reactants needed to synthesize it. (4) The reactants are: [CH3:1][O:2][CH2:3][CH2:4][O:5][CH2:6][C:7]1[CH:12]=[CH:11][C:10]([C@@H:13]2[C@@H:18]([O:19][CH2:20][C:21]3[CH:22]=[CH:23][C:24]4[O:29][CH2:28][CH2:27][N:26]([CH2:30][CH2:31][CH2:32][O:33][CH3:34])[C:25]=4[CH:35]=3)[CH2:17][N:16]([S:36]([C:39]3[CH:44]=[CH:43][C:42]([CH3:45])=[CH:41][CH:40]=3)(=[O:38])=[O:37])[C@@H:15]([CH2:46][CH:47]([CH2:51][CH3:52])[C:48](O)=[O:49])[CH2:14]2)=[CH:9][CH:8]=1.[CH3:53][NH2:54]. Given the product [CH3:1][O:2][CH2:3][CH2:4][O:5][CH2:6][C:7]1[CH:8]=[CH:9][C:10]([C@@H:13]2[C@@H:18]([O:19][CH2:20][C:21]3[CH:22]=[CH:23][C:24]4[O:29][CH2:28][CH2:27][N:26]([CH2:30][CH2:31][CH2:32][O:33][CH3:34])[C:25]=4[CH:35]=3)[CH2:17][N:16]([S:36]([C:39]3[CH:44]=[CH:43][C:42]([CH3:45])=[CH:41][CH:40]=3)(=[O:37])=[O:38])[CH:15]([CH2:46][C@H:47]([CH2:51][CH3:52])[C:48]([NH:54][CH3:53])=[O:49])[CH2:14]2)=[CH:11][CH:12]=1, predict the reactants needed to synthesize it. (5) Given the product [ClH:36].[CH:1]1([C:4]2[N:5]=[C:6]3[CH:11]=[CH:10][C:9]([NH:12][C:31]([C:28]4[CH:27]=[CH:26][C:25]([C:22]5[CH:23]=[CH:24][C:19]([C:18]([F:17])([F:34])[F:35])=[CH:20][CH:21]=5)=[CH:30][CH:29]=4)=[O:32])=[CH:8][N:7]3[C:15]=2[CH3:16])[CH2:3][CH2:2]1, predict the reactants needed to synthesize it. The reactants are: [CH:1]1([C:4]2[N:5]=[C:6]3[CH:11]=[CH:10][C:9]([N+:12]([O-])=O)=[CH:8][N:7]3[C:15]=2[CH3:16])[CH2:3][CH2:2]1.[F:17][C:18]([F:35])([F:34])[C:19]1[CH:24]=[CH:23][C:22]([C:25]2[CH:30]=[CH:29][C:28]([C:31](O)=[O:32])=[CH:27][CH:26]=2)=[CH:21][CH:20]=1.[ClH:36].C(OCC)(=O)C. (6) Given the product [F:6][C:7]1[CH:8]=[CH:9][C:10]([O:30][CH3:31])=[C:11]([C:13]2[C:14]3[CH2:15][CH2:16][N:17]([CH3:29])[CH2:18][C:19]=3[C:20]3[NH:23][C:24](=[O:28])[C:25](=[O:33])[C:21]=3[CH:22]=2)[CH:12]=1, predict the reactants needed to synthesize it. The reactants are: CS(O)(=O)=O.[F:6][C:7]1[CH:8]=[CH:9][C:10]([O:30][CH3:31])=[C:11]([C:13]2[CH:22]=[CH:21][C:20]([NH:23][C:24](=[O:28])[CH:25]=NO)=[C:19]3[C:14]=2[CH2:15][CH2:16][N:17]([CH3:29])[CH2:18]3)[CH:12]=1.C([O-])(O)=[O:33].[Na+]. (7) Given the product [CH3:60][C:61]1([CH3:73])[O:65][C@H:64]([CH2:66][N:67]2[CH:71]=[CH:70][C:69]([NH:72][C:11](=[O:13])[C@@H:10]([N:8]3[CH2:9][C:5]([O:4][C:3]4[CH:19]=[CH:20][C:21]([F:23])=[CH:22][C:2]=4[F:1])=[CH:6][C:7]3=[O:18])[CH2:14][CH:15]([CH3:17])[CH3:16])=[N:68]2)[CH2:63][O:62]1, predict the reactants needed to synthesize it. The reactants are: [F:1][C:2]1[CH:22]=[C:21]([F:23])[CH:20]=[CH:19][C:3]=1[O:4][C:5]1[CH2:9][N:8]([C@@H:10]([CH2:14][CH:15]([CH3:17])[CH3:16])[C:11]([OH:13])=O)[C:7](=[O:18])[CH:6]=1.C(N(CC)C(C)C)(C)C.F[P-](F)(F)(F)(F)F.N1(O[P+](N(C)C)(N(C)C)N(C)C)C2C=CC=CC=2N=N1.[CH3:60][C:61]1([CH3:73])[O:65][C@H:64]([CH2:66][N:67]2[CH:71]=[CH:70][C:69]([NH2:72])=[N:68]2)[CH2:63][O:62]1. (8) Given the product [Cl:14][C:12]1[CH:13]=[C:8]2[C:7](=[O:17])[C:6]3[CH:18]=[C:2]([NH:1][C:22](=[O:23])[CH2:21][O:20][CH3:19])[CH:3]=[CH:4][C:5]=3[CH:16]=[CH:15][C:9]2=[N:10][CH:11]=1, predict the reactants needed to synthesize it. The reactants are: [NH2:1][C:2]1[CH:3]=[CH:4][C:5]2[CH:16]=[CH:15][C:9]3=[N:10][CH:11]=[C:12]([Cl:14])[CH:13]=[C:8]3[C:7](=[O:17])[C:6]=2[CH:18]=1.[CH3:19][O:20][CH2:21][C:22](O)=[O:23].Cl.CN(C)CCCN=C=NCC.O.ON1C2C=CC=CC=2N=N1.